This data is from Reaction yield outcomes from USPTO patents with 853,638 reactions. The task is: Predict the reaction yield, written as a fraction of the theoretical maximum amount of product (1.0 means a 100% yield; for example, 0.34 means a 34% yield). The reactants are [C:1]([C:3]1[CH:8]=[CH:7][CH:6]=[CH:5][C:4]=1[C:9]1[CH:14]=[CH:13][C:12]([CH2:15][C:16]2[C:17](=[O:42])[N:18]([C@H:28]3[CH2:33][CH2:32][C@H:31]([O:34][CH2:35][C:36](N(OC)C)=[O:37])[CH2:30][CH2:29]3)[C:19]3[N:20]([N:25]=[CH:26][CH:27]=3)[C:21]=2[CH2:22][CH2:23][CH3:24])=[CH:11][CH:10]=1)#[N:2].[CH3:43][Mg]Br.C(OCC)(=O)C. The catalyst is O1CCCC1. The product is [O:42]=[C:17]1[C:16]([CH2:15][C:12]2[CH:11]=[CH:10][C:9]([C:4]3[C:3]([C:1]#[N:2])=[CH:8][CH:7]=[CH:6][CH:5]=3)=[CH:14][CH:13]=2)=[C:21]([CH2:22][CH2:23][CH3:24])[N:20]2[N:25]=[CH:26][CH:27]=[C:19]2[N:18]1[C@H:28]1[CH2:33][CH2:32][C@H:31]([O:34][CH2:35][C:36](=[O:37])[CH3:43])[CH2:30][CH2:29]1. The yield is 0.940.